From a dataset of Catalyst prediction with 721,799 reactions and 888 catalyst types from USPTO. Predict which catalyst facilitates the given reaction. (1) Reactant: C(OC([N:6]1[CH2:12][CH2:11][C:10]2[CH:13]=[CH:14][S:15][C:9]=2[CH2:8][CH2:7]1)=O)C.[C:16]1([S:22](Cl)(=[O:24])=[O:23])[CH:21]=[CH:20][CH:19]=[CH:18][CH:17]=1.[Al+3].[Cl-].[Cl-].[Cl-]. Product: [C:16]1([S:22]([C:14]2[S:15][C:9]3[CH2:8][CH2:7][NH:6][CH2:12][CH2:11][C:10]=3[CH:13]=2)(=[O:24])=[O:23])[CH:21]=[CH:20][CH:19]=[CH:18][CH:17]=1. The catalyst class is: 26. (2) Reactant: [CH2:1]1[C@H:5]2[CH2:6][CH2:7][CH2:8][C@H:4]2[CH2:3][N:2]1[CH2:9][CH2:10][CH2:11][O:12][C:13]1[CH:21]=[CH:20][C:16]([C:17]([NH2:19])=[O:18])=[CH:15][CH:14]=1.CC(C)=O.[ClH:26]. Product: [ClH:26].[CH2:1]1[C@H:5]2[CH2:6][CH2:7][CH2:8][C@H:4]2[CH2:3][N:2]1[CH2:9][CH2:10][CH2:11][O:12][C:13]1[CH:14]=[CH:15][C:16]([C:17]([NH2:19])=[O:18])=[CH:20][CH:21]=1. The catalyst class is: 6. (3) Reactant: [CH3:1][C:2]1[N:7]=[CH:6][C:5]([CH2:8][C:9]2[C:10](=[O:17])[N:11]=[C:12](SC)[NH:13][CH:14]=2)=[CH:4][N:3]=1.[Cl:18][C:19]1[CH:34]=[CH:33][C:22]([O:23][C:24]2[CH:29]=[CH:28][C:27]([CH2:30][CH2:31][NH2:32])=[CH:26][CH:25]=2)=[CH:21][C:20]=1[C:35]([F:38])([F:37])[F:36]. Product: [Cl:18][C:19]1[CH:34]=[CH:33][C:22]([O:23][C:24]2[CH:29]=[CH:28][C:27]([CH2:30][CH2:31][NH:32][C:12]3[NH:13][CH:14]=[C:9]([CH2:8][C:5]4[CH:4]=[N:3][C:2]([CH3:1])=[N:7][CH:6]=4)[C:10](=[O:17])[N:11]=3)=[CH:26][CH:25]=2)=[CH:21][C:20]=1[C:35]([F:36])([F:37])[F:38]. The catalyst class is: 8. (4) Reactant: [O:1]1[C:5]2([CH2:10][CH2:9][NH:8][CH2:7][CH2:6]2)[O:4][CH2:3][CH2:2]1.Br[C:12]1[C:17]([F:18])=[CH:16][C:15]([C:19]([F:22])([F:21])[F:20])=[CH:14][N:13]=1.CN(C)C=O.O1CCOCC1. Product: [F:18][C:17]1[C:12]([N:8]2[CH2:9][CH2:10][C:5]3([O:4][CH2:3][CH2:2][O:1]3)[CH2:6][CH2:7]2)=[N:13][CH:14]=[C:15]([C:19]([F:21])([F:20])[F:22])[CH:16]=1. The catalyst class is: 66.